Dataset: Peptide-MHC class II binding affinity with 134,281 pairs from IEDB. Task: Regression. Given a peptide amino acid sequence and an MHC pseudo amino acid sequence, predict their binding affinity value. This is MHC class II binding data. (1) The peptide sequence is SYDGVSEDTDDDD. The MHC is HLA-DPA10201-DPB10101 with pseudo-sequence HLA-DPA10201-DPB10101. The binding affinity (normalized) is 0.0593. (2) The peptide sequence is KLCPNNLCCSQWGWC. The binding affinity (normalized) is 0.196. The MHC is HLA-DQA10101-DQB10501 with pseudo-sequence HLA-DQA10101-DQB10501.